Dataset: Forward reaction prediction with 1.9M reactions from USPTO patents (1976-2016). Task: Predict the product of the given reaction. (1) Given the reactants [O:1]=[S:2]1(=[O:38])[CH2:7][CH2:6][CH:5]([N:8]([C@@H:16]2[CH2:18][C@H:17]2[C:19]2[CH:24]=[CH:23][C:22]([C:25](=[O:37])[NH:26][C:27]3[CH:32]=[CH:31][CH:30]=[C:29]([C:33]([F:36])([F:35])[F:34])[CH:28]=3)=[CH:21][CH:20]=2)C(=O)OC(C)(C)C)[CH2:4][CH2:3]1.[ClH:39].C(OCC)(=O)C, predict the reaction product. The product is: [ClH:39].[O:38]=[S:2]1(=[O:1])[CH2:7][CH2:6][CH:5]([NH:8][C@@H:16]2[CH2:18][C@H:17]2[C:19]2[CH:24]=[CH:23][C:22]([C:25]([NH:26][C:27]3[CH:32]=[CH:31][CH:30]=[C:29]([C:33]([F:34])([F:35])[F:36])[CH:28]=3)=[O:37])=[CH:21][CH:20]=2)[CH2:4][CH2:3]1. (2) Given the reactants [Br:1][C:2]1[C:10]2[C:9]([NH:11][C:12]3[CH:13]=[C:14]4[CH:20]=[N:19][NH:18][C:15]4=[N:16][CH:17]=3)=[N:8][CH:7]=[N:6][C:5]=2[NH:4][C:3]=1[C:21](O)=[O:22].[NH:24]1[CH2:29][CH2:28][CH2:27][CH2:26][CH2:25]1, predict the reaction product. The product is: [Br:1][C:2]1[C:10]2[C:9]([NH:11][C:12]3[CH:13]=[C:14]4[CH:20]=[N:19][NH:18][C:15]4=[N:16][CH:17]=3)=[N:8][CH:7]=[N:6][C:5]=2[NH:4][C:3]=1[C:21]([N:24]1[CH2:29][CH2:28][CH2:27][CH2:26][CH2:25]1)=[O:22]. (3) Given the reactants [OH:1][CH2:2][CH:3]([NH:7][C:8]([N:10]1[CH2:15][CH2:14][CH2:13][CH2:12][CH2:11]1)=[O:9])[C:4]([OH:6])=O.[CH:16]1[C:26]2[CH:25]=[CH:24][C:23]3[CH:27]=[CH:28][CH:29]=[CH:30][C:22]=3[C:21](=[C:31]3[CH2:36][CH2:35][NH:34][CH2:33][CH2:32]3)[C:20]=2[CH:19]=[CH:18][CH:17]=1.Cl.C(N=C=NCCCN(C)C)C.C(N(CC)CC)C, predict the reaction product. The product is: [CH:16]1[C:26]2[CH:25]=[CH:24][C:23]3[CH:27]=[CH:28][CH:29]=[CH:30][C:22]=3[C:21](=[C:31]3[CH2:32][CH2:33][N:34]([C:4](=[O:6])[CH:3]([NH:7][C:8]([N:10]4[CH2:15][CH2:14][CH2:13][CH2:12][CH2:11]4)=[O:9])[CH2:2][OH:1])[CH2:35][CH2:36]3)[C:20]=2[CH:19]=[CH:18][CH:17]=1.